This data is from CYP2D6 inhibition data for predicting drug metabolism from PubChem BioAssay. The task is: Regression/Classification. Given a drug SMILES string, predict its absorption, distribution, metabolism, or excretion properties. Task type varies by dataset: regression for continuous measurements (e.g., permeability, clearance, half-life) or binary classification for categorical outcomes (e.g., BBB penetration, CYP inhibition). Dataset: cyp2d6_veith. (1) The drug is COc1ccccc1CNCc1cccs1.Cl. The result is 1 (inhibitor). (2) The drug is N#Cc1ccccc1-c1cncnc1NCc1cccnc1. The result is 0 (non-inhibitor). (3) The molecule is COc1ccc2nccc(C(=O)O)c2c1. The result is 0 (non-inhibitor).